This data is from Forward reaction prediction with 1.9M reactions from USPTO patents (1976-2016). The task is: Predict the product of the given reaction. (1) The product is: [CH3:23][C:19]1[N:20]=[N:21][S:22][C:18]=1[C:10]1[N:9]([C:6]2[CH:5]=[CH:4][C:3]([OH:2])=[CH:8][CH:7]=2)[C:13]2[CH:14]=[CH:15][CH:16]=[CH:17][C:12]=2[N:11]=1. Given the reactants C[O:2][C:3]1[CH:8]=[CH:7][C:6]([N:9]2[C:13]3[CH:14]=[CH:15][CH:16]=[CH:17][C:12]=3[N:11]=[C:10]2[C:18]2[S:22][N:21]=[N:20][C:19]=2[CH3:23])=[CH:5][CH:4]=1, predict the reaction product. (2) Given the reactants [CH2:1]([C:4]1[N:5]=[C:6]([C:20]2[CH:25]=[CH:24][C:23]([C:26]([F:29])([F:28])[F:27])=[CH:22][CH:21]=2)[S:7][C:8]=1[CH2:9][O:10][C:11]1[CH:19]=[CH:18]C=C2[C:12]=1[CH:13]=[CH:14]N2)[CH2:2][CH3:3].BrCC(OCC)=O.[C:37]([O-:40])([O-])=[O:38].[Cs+].[Cs+].[OH-].[Na+].Cl.[CH3:46][N:47]([CH:49]=O)[CH3:48], predict the reaction product. The product is: [CH2:1]([C:4]1[N:5]=[C:6]([C:20]2[CH:25]=[CH:24][C:23]([C:26]([F:28])([F:29])[F:27])=[CH:22][CH:21]=2)[S:7][C:8]=1[CH2:9][O:10][C:11]1[CH:12]=[C:13]2[C:48](=[CH:18][CH:19]=1)[N:47]([CH2:46][C:37]([OH:40])=[O:38])[CH:49]=[CH:14]2)[CH2:2][CH3:3]. (3) Given the reactants Br[C:2]1[CH:3]=[C:4]([CH:9]=[CH:10][CH:11]=1)[C:5]([O:7][CH3:8])=[O:6].[NH2:12][C:13]1[CH:18]=[CH:17][C:16]([CH3:19])=[CH:15][CH:14]=1, predict the reaction product. The product is: [CH3:8][O:7][C:5](=[O:6])[C:4]1[CH:9]=[CH:10][CH:11]=[C:2]([NH:12][C:13]2[CH:18]=[CH:17][C:16]([CH3:19])=[CH:15][CH:14]=2)[CH:3]=1. (4) Given the reactants [F:1][C:2]1[CH:3]=[C:4]([S:8](Cl)(=[O:10])=[O:9])[CH:5]=[CH:6][CH:7]=1.[NH2:12][C:13]1[CH:14]=[C:15]([CH:19]2[CH2:28][C:27]([CH3:30])([CH3:29])[C:26]3[C:21](=[CH:22][CH:23]=[C:24]([C:31]#[N:32])[CH:25]=3)[NH:20]2)[CH:16]=[CH:17][CH:18]=1.N1C=CC=CC=1, predict the reaction product. The product is: [C:31]([C:24]1[CH:25]=[C:26]2[C:21](=[CH:22][CH:23]=1)[NH:20][CH:19]([C:15]1[CH:14]=[C:13]([NH:12][S:8]([C:4]3[CH:5]=[CH:6][CH:7]=[C:2]([F:1])[CH:3]=3)(=[O:10])=[O:9])[CH:18]=[CH:17][CH:16]=1)[CH2:28][C:27]2([CH3:30])[CH3:29])#[N:32]. (5) The product is: [Cl:26][C:10]1[N:11]=[N:12][C:13]([CH3:14])=[C:8]([C:5]2[CH:6]=[CH:7][C:2]([Cl:1])=[CH:3][CH:4]=2)[C:9]=1[C:16]1[CH:21]=[CH:20][C:19]([F:22])=[CH:18][C:17]=1[F:23]. Given the reactants [Cl:1][C:2]1[CH:7]=[CH:6][C:5]([C:8]2[C:13]([CH3:14])=[N:12][NH:11][C:10](=O)[C:9]=2[C:16]2[CH:21]=[CH:20][C:19]([F:22])=[CH:18][C:17]=2[F:23])=[CH:4][CH:3]=1.P(Cl)(Cl)([Cl:26])=O, predict the reaction product. (6) Given the reactants [C:1]1(=O)[CH2:6][CH2:5][CH2:4][CH2:3][CH2:2]1.[C:8]([O:12][C:13]([NH:15][CH2:16][CH2:17][NH2:18])=[O:14])([CH3:11])([CH3:10])[CH3:9].C(O)(=O)C.C(O[BH-](OC(=O)C)OC(=O)C)(=O)C.[Na+].C(=O)(O)[O-].[Na+], predict the reaction product. The product is: [CH:1]1([NH:18][CH2:17][CH2:16][NH:15][C:13]([O:12][C:8]([CH3:11])([CH3:10])[CH3:9])=[O:14])[CH2:6][CH2:5][CH2:4][CH2:3][CH2:2]1. (7) Given the reactants C(OC([NH:8][NH:9][C:10](=[S:18])[C:11]1[CH:16]=[CH:15][C:14]([F:17])=[CH:13][CH:12]=1)=O)(C)(C)C.[ClH:19].O1CCOCC1, predict the reaction product. The product is: [ClH:19].[F:17][C:14]1[CH:15]=[CH:16][C:11]([C:10]([NH:9][NH2:8])=[S:18])=[CH:12][CH:13]=1. (8) Given the reactants [NH:1]1[C:9]2[C:4](=[CH:5][CH:6]=[CH:7][CH:8]=2)[C:3]([CH2:10][CH2:11][C:12]([OH:14])=O)=[CH:2]1.[NH:15]1[CH2:19][CH2:18][CH2:17][CH2:16]1.CN(C(ON1N=NC2C=CC=CC1=2)=[N+](C)C)C.[B-](F)(F)(F)F.C(N(CC)CC)C, predict the reaction product. The product is: [NH:1]1[C:9]2[C:4](=[CH:5][CH:6]=[CH:7][CH:8]=2)[C:3]([CH2:10][CH2:11][C:12]([N:15]2[CH2:19][CH2:18][CH2:17][CH2:16]2)=[O:14])=[CH:2]1.